Dataset: Peptide-MHC class I binding affinity with 185,985 pairs from IEDB/IMGT. Task: Regression. Given a peptide amino acid sequence and an MHC pseudo amino acid sequence, predict their binding affinity value. This is MHC class I binding data. (1) The peptide sequence is NSINVELSL. The MHC is Mamu-A07 with pseudo-sequence Mamu-A07. The binding affinity (normalized) is 0.137. (2) The peptide sequence is TVSLAGSYR. The binding affinity (normalized) is 0.978. The MHC is HLA-A68:01 with pseudo-sequence HLA-A68:01.